From a dataset of Full USPTO retrosynthesis dataset with 1.9M reactions from patents (1976-2016). Predict the reactants needed to synthesize the given product. (1) The reactants are: [Cl:1][C:2]1[CH:7]=[C:6]([Cl:8])[CH:5]=[CH:4][C:3]=1[S:9]([NH:12][CH2:13][CH2:14][CH2:15][CH2:16][NH:17][CH2:18][C@@H:19]([OH:23])[CH2:20][O:21][CH3:22])(=[O:11])=[O:10].[N:24]([CH:27]([CH3:29])[CH3:28])=[C:25]=[O:26]. Given the product [Cl:1][C:2]1[CH:7]=[C:6]([Cl:8])[CH:5]=[CH:4][C:3]=1[S:9]([NH:12][CH2:13][CH2:14][CH2:15][CH2:16][N:17]([CH2:18][C@@H:19]([OH:23])[CH2:20][O:21][CH3:22])[C:25]([NH:24][CH:27]([CH3:29])[CH3:28])=[O:26])(=[O:11])=[O:10], predict the reactants needed to synthesize it. (2) Given the product [NH2:5][CH2:6][CH2:7][CH2:8][CH2:9][C:10]([CH3:14])([CH3:13])[CH2:11][OH:12], predict the reactants needed to synthesize it. The reactants are: C1(=O)[N:5]([CH2:6][CH2:7][CH2:8][CH2:9][C:10]([CH3:14])([CH3:13])[CH2:11][OH:12])C(=O)C2=CC=CC=C12.O.NN.C(NN)(=O)C1C(=CC=CC=1)C(NN)=O.